Dataset: Reaction yield outcomes from USPTO patents with 853,638 reactions. Task: Predict the reaction yield, written as a fraction of the theoretical maximum amount of product (1.0 means a 100% yield; for example, 0.34 means a 34% yield). (1) The reactants are Cl.[NH2:2][CH2:3][C:4]1[CH:5]=[C:6]2[C:10](=[CH:11][CH:12]=1)[C:9](=[O:13])[N:8]([CH:14]1[CH2:19][CH2:18][C:17](=[O:20])[NH:16][C:15]1=[O:21])[CH2:7]2.[Cl:22][C:23]1[CH:28]=[CH:27][C:26]([CH2:29][C:30](Cl)=[O:31])=[CH:25][CH:24]=1.[CH2:33](N(CC)CC)C. The catalyst is CN(C)C=O.O. The product is [Cl:22][C:23]1[CH:28]=[CH:27][C:26]([CH2:29][C:30]([NH:2][CH2:3][C:4]2[CH:5]=[C:6]3[C:10](=[CH:11][CH:12]=2)[C:9](=[O:13])[N:8]([C:14]2([CH3:33])[CH2:19][CH2:18][C:17](=[O:20])[NH:16][C:15]2=[O:21])[CH2:7]3)=[O:31])=[CH:25][CH:24]=1. The yield is 0.440. (2) The reactants are [F:1][CH:2]([F:13])[O:3][C:4]1[CH:11]=[CH:10][C:7]([CH:8]=[O:9])=[CH:6][C:5]=1[OH:12].[F-].[K+].[Br:16][C:17]1[CH:22]=[C:21]([N+:23]([O-:25])=[O:24])[CH:20]=[CH:19][C:18]=1F. The product is [Br:16][C:17]1[CH:22]=[C:21]([N+:23]([O-:25])=[O:24])[CH:20]=[CH:19][C:18]=1[O:12][C:5]1[CH:6]=[C:7]([CH:10]=[CH:11][C:4]=1[O:3][CH:2]([F:13])[F:1])[CH:8]=[O:9]. The yield is -0.660. The catalyst is CS(C)=O.C(OCC)(=O)C. (3) The reactants are [F:1][C:2]1[CH:7]=[CH:6][C:5]([N:8]([C:10]2[O:11][CH2:12][C:13](=[O:20])[C:14]=2[C:15]([O:17][CH2:18][CH3:19])=[O:16])[CH3:9])=[CH:4][CH:3]=1.[NH:21]1[C:29]2[C:24](=[CH:25][CH:26]=[CH:27][N:28]=2)[C:23]([CH:30]=O)=[CH:22]1.[ClH:32]. The catalyst is C(O)C. The product is [ClH:32].[NH:21]1[C:29]2=[N:28][CH:27]=[CH:26][CH:25]=[C:24]2[C:23]([CH:30]=[C:12]2[O:11][C:10]([N:8]([C:5]3[CH:4]=[CH:3][C:2]([F:1])=[CH:7][CH:6]=3)[CH3:9])=[C:14]([C:15]([O:17][CH2:18][CH3:19])=[O:16])[C:13]2=[O:20])=[CH:22]1. The yield is 0.130. (4) The catalyst is C(#N)C. The yield is 0.820. The reactants are Cl[C:2]1[N:3]=[C:4]([S:13][CH3:14])[N:5]=[N:6][C:7]=1[C:8]([O:10]CC)=O.Cl.[CH:16]1([N:21]2[CH2:26][CH2:25][CH:24]([C:27]3[CH:33]=[CH:32][C:30]([NH2:31])=[CH:29][CH:28]=3)[CH2:23][CH2:22]2)[CH2:20][CH2:19][CH2:18][CH2:17]1.CC[N:36](C(C)C)C(C)C.N. The product is [CH:16]1([N:21]2[CH2:26][CH2:25][CH:24]([C:27]3[CH:28]=[CH:29][C:30]([NH:31][C:2]4[N:3]=[C:4]([S:13][CH3:14])[N:5]=[N:6][C:7]=4[C:8]([NH2:36])=[O:10])=[CH:32][CH:33]=3)[CH2:23][CH2:22]2)[CH2:17][CH2:18][CH2:19][CH2:20]1. (5) The reactants are FC(F)(F)C(O)=O.[Br:8][C:9]1[CH:10]=[CH:11][C:12]([O:15][C:16]2[CH:21]=[CH:20][CH:19]=[C:18]([CH:22]=[C:23]3[CH2:28][CH2:27][NH:26][CH2:25][CH2:24]3)[CH:17]=2)=[N:13][CH:14]=1.[N:29]1[CH:34]=[CH:33][CH:32]=[C:31]([NH:35][C:36](=O)[O:37]CC)[N:30]=1.C(N(C(C)C)CC)(C)C. The catalyst is C(#N)C. The product is [Br:8][C:9]1[CH:10]=[CH:11][C:12]([O:15][C:16]2[CH:17]=[C:18]([CH:19]=[CH:20][CH:21]=2)[CH:22]=[C:23]2[CH2:24][CH2:25][N:26]([C:36]([NH:35][C:31]3[N:30]=[N:29][CH:34]=[CH:33][CH:32]=3)=[O:37])[CH2:27][CH2:28]2)=[N:13][CH:14]=1. The yield is 0.360. (6) The reactants are [O:1]1[CH:5]=[CH:4][CH:3]=[C:2]1[C:6]([OH:8])=O.C1C=CC2N(O)N=NC=2C=1.CCN=C=NCCCN(C)C.FC(F)(F)C(O)=O.[NH2:37][CH2:38][CH2:39][N:40]1[C:44]2[CH:45]=[CH:46][C:47]([C:49]([N:51]3[CH2:57][C:56]4([CH3:59])[CH2:58][CH:52]3[CH2:53][C:54]([CH3:61])([CH3:60])[CH2:55]4)=[O:50])=[CH:48][C:43]=2[N:42]=[CH:41]1. The catalyst is C1COCC1. The product is [CH3:59][C:56]12[CH2:58][CH:52]([N:51]([C:49]([C:47]3[CH:46]=[CH:45][C:44]4[N:40]([CH2:39][CH2:38][NH:37][C:6]([C:2]5[O:1][CH:5]=[CH:4][CH:3]=5)=[O:8])[CH:41]=[N:42][C:43]=4[CH:48]=3)=[O:50])[CH2:57]1)[CH2:53][C:54]([CH3:61])([CH3:60])[CH2:55]2. The yield is 0.700. (7) The reactants are [CH:1]1([C:4]([N:6]2[CH2:10][CH2:9][CH:8]([CH2:11][NH:12][C:13]3[CH:18]=[CH:17][N:16]=[CH:15][C:14]=3[NH2:19])[CH2:7]2)=[O:5])[CH2:3][CH2:2]1.[NH:20]1[C:28]2[C:23](=[CH:24][C:25]([C:29]3[CH:36]=[CH:35][C:32]([CH:33]=O)=[CH:31][CH:30]=3)=[CH:26][CH:27]=2)[CH:22]=[N:21]1. The catalyst is C(O)CCC. The product is [CH:1]1([C:4]([N:6]2[CH2:10][CH2:9][CH:8]([CH2:11][N:12]3[C:13]4[CH:18]=[CH:17][N:16]=[CH:15][C:14]=4[N:19]=[C:33]3[C:32]3[CH:31]=[CH:30][C:29]([C:25]4[CH:24]=[C:23]5[C:28](=[CH:27][CH:26]=4)[NH:20][N:21]=[CH:22]5)=[CH:36][CH:35]=3)[CH2:7]2)=[O:5])[CH2:3][CH2:2]1. The yield is 0.760.